From a dataset of Full USPTO retrosynthesis dataset with 1.9M reactions from patents (1976-2016). Predict the reactants needed to synthesize the given product. (1) Given the product [CH2:32]([NH:39][C:10](=[O:11])[C@H:9]([N:8]([CH2:15][C:16]1[CH:17]=[CH:18][CH:19]=[CH:20][CH:21]=1)[CH2:1][C:2]1[CH:7]=[CH:6][CH:5]=[CH:4][CH:3]=1)[CH2:13][OH:14])[C:33]1[CH:38]=[CH:37][CH:36]=[CH:35][CH:34]=1, predict the reactants needed to synthesize it. The reactants are: [CH2:1]([N:8]([CH2:15][C:16]1[CH:21]=[CH:20][CH:19]=[CH:18][CH:17]=1)[C@H:9]([CH2:13][OH:14])[C:10](O)=[O:11])[C:2]1[CH:7]=[CH:6][CH:5]=[CH:4][CH:3]=1.C1C=CC2N(O)N=NC=2C=1.[CH2:32]([NH2:39])[C:33]1[CH:38]=[CH:37][CH:36]=[CH:35][CH:34]=1.CCN=C=NCCCN(C)C.Cl. (2) Given the product [Cl:1][C:2]1[CH:3]=[C:4]2[C:9](=[C:10]([Cl:12])[CH:11]=1)[CH2:8][N:7]([CH3:13])[CH2:6][CH:5]2[C:14]1[CH:15]=[CH:16][C:17]([NH:20][C:21](=[O:32])[NH:33][CH2:34][P:35](=[O:42])([O:39][CH2:40][CH3:41])[O:36][CH2:37][CH3:38])=[CH:18][CH:19]=1, predict the reactants needed to synthesize it. The reactants are: [Cl:1][C:2]1[CH:3]=[C:4]2[C:9](=[C:10]([Cl:12])[CH:11]=1)[CH2:8][N:7]([CH3:13])[CH2:6][CH:5]2[C:14]1[CH:19]=[CH:18][C:17]([NH:20][C:21](=[O:32])OC2C=CC([N+]([O-])=O)=CC=2)=[CH:16][CH:15]=1.[NH2:33][CH2:34][P:35](=[O:42])([O:39][CH2:40][CH3:41])[O:36][CH2:37][CH3:38]. (3) The reactants are: [Br:1][C:2]1[CH:3]=[CH:4][C:5](F)=[C:6](CC(O)=O)[CH:7]=1.[CH3:13][Mg]Br.[ClH:16].C([O:19][CH2:20][CH3:21])C. Given the product [Br:1][C:2]1[CH:7]=[CH:6][C:5]([Cl:16])=[C:4]([C:20]([OH:19])([CH3:21])[CH3:13])[CH:3]=1, predict the reactants needed to synthesize it. (4) Given the product [NH:14]1[CH2:19][CH2:18][CH:17]([O:20][C:21]2[C:22]([C:31]3[NH:32][N:3]=[N:2][N:1]=3)=[C:23]3[C:28](=[CH:29][CH:30]=2)[CH:27]=[N:26][CH:25]=[CH:24]3)[CH2:16][CH2:15]1, predict the reactants needed to synthesize it. The reactants are: [N-:1]=[N+:2]=[N-:3].[Na+].[NH4+].[Cl-].C(OC([N:14]1[CH2:19][CH2:18][CH:17]([O:20][C:21]2[C:22]([C:31]#[N:32])=[C:23]3[C:28](=[CH:29][CH:30]=2)[CH:27]=[N:26][CH:25]=[CH:24]3)[CH2:16][CH2:15]1)=O)(C)(C)C.ClCCl. (5) Given the product [Br:20][C:18]1[C:17]2[C:12](=[CH:13][CH:14]=[CH:15][CH:16]=2)[C:11]([O:21][CH2:22][C:23]2[CH:24]=[CH:25][C:26]([C:29]([F:30])([F:31])[F:32])=[CH:27][CH:28]=2)=[C:10]([C:8]([NH:7][C:4]([CH3:6])([CH3:5])[C:3]([OH:33])=[O:2])=[O:9])[CH:19]=1, predict the reactants needed to synthesize it. The reactants are: C[O:2][C:3](=[O:33])[C:4]([NH:7][C:8]([C:10]1[CH:19]=[C:18]([Br:20])[C:17]2[C:12](=[CH:13][CH:14]=[CH:15][CH:16]=2)[C:11]=1[O:21][CH2:22][C:23]1[CH:28]=[CH:27][C:26]([C:29]([F:32])([F:31])[F:30])=[CH:25][CH:24]=1)=[O:9])([CH3:6])[CH3:5].Cl.